This data is from Full USPTO retrosynthesis dataset with 1.9M reactions from patents (1976-2016). The task is: Predict the reactants needed to synthesize the given product. (1) Given the product [C:1]([C:5]1[CH:6]=[C:7]2[C:12](=[C:13]([F:15])[CH:14]=1)[C:11](=[O:16])[N:10]([C:17]1[CH:22]=[CH:21][CH:20]=[C:19]([C:23]3[CH:28]=[C:27]([NH:29][C:30]4[CH:34]=[CH:33][N:32]([CH2:35][C@@H:36]([OH:37])[CH2:40][OH:39])[N:31]=4)[C:26](=[O:43])[N:25]([CH3:44])[N:24]=3)[C:18]=1[CH2:45][OH:46])[N:9]=[CH:8]2)([CH3:4])([CH3:2])[CH3:3], predict the reactants needed to synthesize it. The reactants are: [C:1]([C:5]1[CH:6]=[C:7]2[C:12](=[C:13]([F:15])[CH:14]=1)[C:11](=[O:16])[N:10]([C:17]1[CH:22]=[CH:21][CH:20]=[C:19]([C:23]3[CH:28]=[C:27]([NH:29][C:30]4[CH:34]=[CH:33][N:32]([CH2:35][C@@H:36]5[CH2:40][O:39]C(C)(C)[O:37]5)[N:31]=4)[C:26](=[O:43])[N:25]([CH3:44])[N:24]=3)[C:18]=1[CH2:45][OH:46])[N:9]=[CH:8]2)([CH3:4])([CH3:3])[CH3:2].Cl.[Cl-].[NH4+]. (2) Given the product [CH:36]1([C:34]([N:31]2[CH2:32][CH2:33][N:28]([C:23]3[N:22]=[C:21]([CH:42]4[CH2:44][CH2:43]4)[C:20]([C:9]4[C:10]5[C:15](=[CH:14][CH:13]=[CH:12][CH:11]=5)[N:6]=[C:7]([CH:46]=[CH2:47])[CH:8]=4)=[CH:27][C:24]=3[C:25]#[N:26])[CH2:29][C@H:30]2[CH:39]2[CH2:41][CH2:40]2)=[O:35])[CH2:38][CH2:37]1, predict the reactants needed to synthesize it. The reactants are: C(Cl)Cl.[F-].[Cs+].[N:6]1[C:15]2[C:10](=[CH:11][CH:12]=[CH:13][CH:14]=2)[C:9](B(O)O)=[CH:8][CH:7]=1.Br[C:20]1[C:21]([CH:42]2[CH2:44][CH2:43]2)=[N:22][C:23]([N:28]2[CH2:33][CH2:32][N:31]([C:34]([CH:36]3[CH2:38][CH2:37]3)=[O:35])[C@H:30]([CH:39]3[CH2:41][CH2:40]3)[CH2:29]2)=[C:24]([CH:27]=1)[C:25]#[N:26].O1CCO[CH2:47][CH2:46]1. (3) Given the product [Cl:1][C:2]1[N:10]=[CH:9][CH:8]=[CH:7][C:3]=1[C:4]([NH:11][C:12]1[CH:17]=[CH:16][CH:15]=[CH:14][C:13]=1[OH:18])=[O:5], predict the reactants needed to synthesize it. The reactants are: [Cl:1][C:2]1[N:10]=[CH:9][CH:8]=[CH:7][C:3]=1[C:4](Cl)=[O:5].[NH2:11][C:12]1[CH:17]=[CH:16][CH:15]=[CH:14][C:13]=1[OH:18].CCN(C(C)C)C(C)C. (4) Given the product [Cl:1][C:2]1[CH:7]=[C:6]([F:8])[CH:5]=[CH:4][C:3]=1[CH:9]1[C:10]([C:11]([O:13][CH3:14])=[O:12])=[C:15]([CH2:16][CH2:17][N:18]2[CH2:22][CH2:21][S:20][CH2:19]2)[NH:35][C:33]([C:27]2[C:26]([F:25])=[CH:31][C:30]([F:32])=[CH:29][N:28]=2)=[N:34]1, predict the reactants needed to synthesize it. The reactants are: [Cl:1][C:2]1[CH:7]=[C:6]([F:8])[CH:5]=[CH:4][C:3]=1[CH:9]=[C:10]([C:15](=O)[CH2:16][CH2:17][N:18]1[CH2:22][CH2:21][S:20][CH2:19]1)[C:11]([O:13][CH3:14])=[O:12].Cl.[F:25][C:26]1[C:27]([C:33](=[NH:35])[NH2:34])=[N:28][CH:29]=[C:30]([F:32])[CH:31]=1.C([O-])(=O)C.[Na+].